From a dataset of Catalyst prediction with 721,799 reactions and 888 catalyst types from USPTO. Predict which catalyst facilitates the given reaction. (1) Product: [C:17]([O:21][C:22]([N:24]1[CH2:29][CH2:28][C:27](=[CH:4][C:3]2[CH:11]=[CH:12][CH:13]=[CH:14][C:2]=2[Br:1])[CH2:26][CH2:25]1)=[O:23])([CH3:20])([CH3:18])[CH3:19]. Reactant: [Br:1][C:2]1[CH:14]=[CH:13][CH:12]=[CH:11][C:3]=1[CH2:4]P(=O)(OC)OC.[H-].[Na+].[C:17]([O:21][C:22]([N:24]1[CH2:29][CH2:28][C:27](=O)[CH2:26][CH2:25]1)=[O:23])([CH3:20])([CH3:19])[CH3:18]. The catalyst class is: 1. (2) Reactant: [N+:1]([C:4]1[C:5]([NH:13][C@H:14]2[CH2:19][CH2:18][C@H:17]([OH:20])[CH2:16][CH2:15]2)=[C:6]2[S:12][CH:11]=[CH:10][C:7]2=[N:8][CH:9]=1)([O-])=O. Product: [NH2:1][C:4]1[C:5]([NH:13][C@H:14]2[CH2:19][CH2:18][C@H:17]([OH:20])[CH2:16][CH2:15]2)=[C:6]2[S:12][CH:11]=[CH:10][C:7]2=[N:8][CH:9]=1. The catalyst class is: 43. (3) Reactant: [NH2:1][C:2]1[C:3]2[C:13](=[O:14])[N:12]([C:15]3[CH:20]=[CH:19][C:18]([C@H:21]4[CH2:26][CH2:25][C@H:24]([CH2:27][C:28]([OH:30])=[O:29])[CH2:23][CH2:22]4)=[CH:17][CH:16]=3)[CH2:11][CH2:10][C:4]=2[N:5]=[C:6]([O:8][CH3:9])[N:7]=1.[ClH:31]. Product: [ClH:31].[NH2:1][C:2]1[C:3]2[C:13](=[O:14])[N:12]([C:15]3[CH:20]=[CH:19][C:18]([C@H:21]4[CH2:22][CH2:23][C@H:24]([CH2:27][C:28]([OH:30])=[O:29])[CH2:25][CH2:26]4)=[CH:17][CH:16]=3)[CH2:11][CH2:10][C:4]=2[N:5]=[C:6]([O:8][CH3:9])[N:7]=1. The catalyst class is: 5. (4) Product: [Br:15][C:4]1[CH:5]=[C:6]([C:10]([O:12][CH3:13])=[O:11])[C:7](=[O:9])[NH:8][C:3]=1[CH:2]([F:1])[F:14]. The catalyst class is: 9. Reactant: [F:1][CH:2]([F:14])[C:3]1[NH:8][C:7](=[O:9])[C:6]([C:10]([O:12][CH3:13])=[O:11])=[CH:5][CH:4]=1.[Br:15]N1C(=O)CCC1=O.O. (5) Reactant: C(N(CC)CC)C.[CH3:8][N:9]=[C:10]=[O:11].[ClH:12].Cl.[NH2:14][CH2:15][C:16]1[CH:21]=[CH:20][CH:19]=[CH:18][C:17]=1[C:22]1[C:30]2[S:29][C:28]([C:31]([NH:33][C@@H:34]3[CH:39]4[CH2:40][CH2:41][N:36]([CH2:37][CH2:38]4)[CH2:35]3)=[O:32])=[CH:27][C:26]=2[CH:25]=[CH:24][CH:23]=1.C1COCC1. Product: [ClH:12].[N:36]12[CH2:37][CH2:38][CH:39]([CH2:40][CH2:41]1)[C@@H:34]([NH:33][C:31]([C:28]1[S:29][C:30]3[C:22]([C:17]4[CH:18]=[CH:19][CH:20]=[CH:21][C:16]=4[CH2:15][NH:14][C:10]([NH:9][CH3:8])=[O:11])=[CH:23][CH:24]=[CH:25][C:26]=3[CH:27]=1)=[O:32])[CH2:35]2. The catalyst class is: 3.